This data is from Full USPTO retrosynthesis dataset with 1.9M reactions from patents (1976-2016). The task is: Predict the reactants needed to synthesize the given product. (1) Given the product [F:1][C:2]1[CH:7]=[CH:6][C:5]([CH:8]2[NH:9][C:10]3[C:15]4[C:16](=[N:30][NH:31][C:24](=[O:26])[C:14]=4[CH:13]=[CH:12][CH:11]=3)[CH:17]2[C:18]2[S:19][CH:20]=[CH:21][N:22]=2)=[CH:4][CH:3]=1, predict the reactants needed to synthesize it. The reactants are: [F:1][C:2]1[CH:7]=[CH:6][C:5]([CH:8]2[CH:17]([C:18]3[S:19][CH:20]=[CH:21][N:22]=3)[C:16](=O)[C:15]3[C:14]([C:24]([O:26]CC)=O)=[CH:13][CH:12]=[CH:11][C:10]=3[NH:9]2)=[CH:4][CH:3]=1.O.[NH2:30][NH2:31]. (2) The reactants are: Cl[C:2]1[C:7]([F:8])=[C:6]([C:9]2[CH:10]=[C:11]([CH:13]=[CH:14][C:15]=2[CH3:16])[NH2:12])[CH:5]=[C:4]([N:17]2[CH2:22][CH2:21][O:20][CH2:19][CH2:18]2)[N:3]=1.[NH2:23][CH2:24][CH2:25][OH:26].CCN(C(C)C)C(C)C. Given the product [NH2:12][C:11]1[CH:13]=[CH:14][C:15]([CH3:16])=[C:9]([C:6]2[CH:5]=[C:4]([N:17]3[CH2:22][CH2:21][O:20][CH2:19][CH2:18]3)[N:3]=[C:2]([NH:23][CH2:24][CH2:25][OH:26])[C:7]=2[F:8])[CH:10]=1, predict the reactants needed to synthesize it. (3) Given the product [CH3:14][S:11]([C:50]1[CH:51]=[CH:52][C:36]([C@H:37]([NH:38][C:29]([C:24]2[CH:23]=[CH:22][C:21]3[C:26](=[CH:27][CH:28]=[C:19]([CH:16]4[CH2:17][CH2:18]4)[CH:20]=3)[CH:25]=2)=[O:31])[CH3:55])=[C:35]([NH2:34])[C:49]=1[CH3:54])(=[O:13])=[O:12], predict the reactants needed to synthesize it. The reactants are: N[C@@H](C1C=CC(N[S:11]([CH3:14])(=[O:13])=[O:12])=C(C)C=1)C.[CH:16]1([C:19]2[CH:20]=[C:21]3[C:26](=[CH:27][CH:28]=2)[CH:25]=[C:24]([C:29]([OH:31])=O)[CH:23]=[CH:22]3)[CH2:18][CH2:17]1.Cl.C[N:34](C)[CH2:35][CH2:36][CH2:37][N:38]=C=NCC.O.ON1[C:50]2[CH:51]=[CH:52]C=[CH:54][C:49]=2N=N1.[CH:55](N(CC)C(C)C)(C)C.C([O-])(O)=O.[Na+]. (4) Given the product [Br:9][C:10]1[CH:11]=[C:12]([C:19]([CH3:22])([CH3:21])[CH3:20])[C:13]([O:17][CH3:18])=[C:14]([N:15]2[CH2:29][CH2:28][C:26](=[O:27])[CH2:25][CH2:33]2)[CH:16]=1, predict the reactants needed to synthesize it. The reactants are: C=O.S([O-])([O-])(=O)=O.[Mg+2].[Br:9][C:10]1[CH:11]=[C:12]([C:19]([CH3:22])([CH3:21])[CH3:20])[C:13]([O:17][CH3:18])=[C:14]([CH:16]=1)[NH2:15].C[Si](C)(C)[O:25][C:26]([CH:28]=[CH2:29])=[CH2:27].[Al](Cl)(CC)[CH2:33]C. (5) Given the product [NH:8]1[CH2:14][CH2:13][CH:12]([CH2:15][OH:16])[NH:11][CH2:10][CH2:9]1, predict the reactants needed to synthesize it. The reactants are: C([N:8]1[CH2:14][CH2:13][CH:12]([CH2:15][OH:16])[N:11](CC2C=CC=CC=2)[CH2:10][CH2:9]1)C1C=CC=CC=1. (6) The reactants are: [CH2:1]([CH:3]([CH2:6][CH3:7])[CH2:4][NH2:5])[CH3:2].C1(CN)CCCCC1.[O:16]=[C:17]1[C:25]2([CH2:29][O:28][C:27]3[CH:30]=[C:31]4[C:35](=[CH:36][C:26]2=3)[CH2:34][CH2:33][O:32]4)[C:24]2[C:19](=[CH:20][CH:21]=[CH:22][CH:23]=2)[N:18]1[CH2:37][C:38]1[CH:46]=[CH:45][C:41]([C:42](O)=[O:43])=[CH:40][CH:39]=1.O=C1C2(COC3C=C4C(=CC2=3)CCO4)C2C(=CC=CC=2)N1CC1C=C(C=CC=1)C(O)=O. Given the product [CH2:1]([CH:3]([CH2:6][CH3:7])[CH2:4][NH:5][C:42](=[O:43])[C:41]1[CH:45]=[CH:46][C:38]([CH2:37][N:18]2[C:19]3[C:24](=[CH:23][CH:22]=[CH:21][CH:20]=3)[C:25]3([CH2:29][O:28][C:27]4[CH:30]=[C:31]5[C:35](=[CH:36][C:26]3=4)[CH2:34][CH2:33][O:32]5)[C:17]2=[O:16])=[CH:39][CH:40]=1)[CH3:2], predict the reactants needed to synthesize it.